This data is from Forward reaction prediction with 1.9M reactions from USPTO patents (1976-2016). The task is: Predict the product of the given reaction. (1) Given the reactants [CH3:1][O:2][C:3]1[CH:8]=[CH:7][C:6]([S:9]([N:12]2[CH2:18][C:17]3[CH:19]=[CH:20][C:21]([C:23](OC)=[O:24])=[CH:22][C:16]=3[O:15][C@@H:14]([CH3:27])[CH2:13]2)(=[O:11])=[O:10])=[CH:5][CH:4]=1.[OH-:28].[Na+].[NH2:30]O, predict the reaction product. The product is: [OH:28][NH:30][C:23]([C:21]1[CH:20]=[CH:19][C:17]2[CH2:18][N:12]([S:9]([C:6]3[CH:7]=[CH:8][C:3]([O:2][CH3:1])=[CH:4][CH:5]=3)(=[O:11])=[O:10])[CH2:13][C@H:14]([CH3:27])[O:15][C:16]=2[CH:22]=1)=[O:24]. (2) Given the reactants [CH3:1][O:2][C:3]1[CH:4]=[C:5]([C:11]2[C@@H:20]3[C@@H:15]([CH2:16][CH2:17][CH2:18][CH2:19]3)[C:14](=[O:21])[N:13]([CH:22]3[CH2:27][CH2:26][N:25]([C:28](=[O:41])[C@H:29]([NH:33]C(=O)OC(C)(C)C)[C@@H:30]([OH:32])[CH3:31])[CH2:24][CH2:23]3)[N:12]=2)[CH:6]=[CH:7][C:8]=1[O:9][CH3:10].[ClH:42], predict the reaction product. The product is: [ClH:42].[NH2:33][C@@H:29]([C@H:30]([OH:32])[CH3:31])[C:28]([N:25]1[CH2:26][CH2:27][CH:22]([N:13]2[N:12]=[C:11]([C:5]3[CH:6]=[CH:7][C:8]([O:9][CH3:10])=[C:3]([O:2][CH3:1])[CH:4]=3)[C@@H:20]3[C@@H:15]([CH2:16][CH2:17][CH2:18][CH2:19]3)[C:14]2=[O:21])[CH2:23][CH2:24]1)=[O:41]. (3) Given the reactants [Cl:1][C:2]1[CH:3]=[C:4]([S:9]([N:12]2[CH2:17][CH:16]([CH3:18])[NH:15][CH2:14][CH:13]2[CH3:19])(=[O:11])=[O:10])[CH:5]=[CH:6][C:7]=1[Cl:8].Cl[C:21]1[C:26]([Cl:27])=[CH:25][CH:24]=[CH:23][N:22]=1.C(N(C(C)C)CC)(C)C.CN(C=O)C, predict the reaction product. The product is: [Cl:27][C:26]1[C:21]([N:15]2[CH2:14][CH:13]([CH3:19])[N:12]([S:9]([C:4]3[CH:5]=[CH:6][C:7]([Cl:8])=[C:2]([Cl:1])[CH:3]=3)(=[O:11])=[O:10])[CH2:17][CH:16]2[CH3:18])=[N:22][CH:23]=[CH:24][CH:25]=1. (4) Given the reactants [OH-].[Na+].C([O:5][C:6]([C:8]1[CH:12]=[C:11]([C:13]2[CH:18]=[CH:17][C:16]([O:19][CH2:20][C:21]3[CH:26]=[CH:25][CH:24]=[CH:23][CH:22]=3)=[CH:15][N:14]=2)[N:10]([C:27]2[CH:28]=[N:29][C:30]([O:33][CH3:34])=[CH:31][CH:32]=2)[N:9]=1)=[O:7])C.Cl, predict the reaction product. The product is: [CH2:20]([O:19][C:16]1[CH:17]=[CH:18][C:13]([C:11]2[N:10]([C:27]3[CH:28]=[N:29][C:30]([O:33][CH3:34])=[CH:31][CH:32]=3)[N:9]=[C:8]([C:6]([OH:7])=[O:5])[CH:12]=2)=[N:14][CH:15]=1)[C:21]1[CH:22]=[CH:23][CH:24]=[CH:25][CH:26]=1. (5) Given the reactants Br[C:2]1[CH:7]=[CH:6][C:5]([N+:8]([O-:10])=[O:9])=[CH:4][C:3]=1[CH2:11][CH2:12][O:13][CH3:14].C([O-])([O-])=O.[Cs+].[Cs+].[CH2:21]([SH:28])[C:22]1[CH:27]=[CH:26][CH:25]=[CH:24][CH:23]=1.O, predict the reaction product. The product is: [CH2:21]([S:28][C:2]1[CH:7]=[CH:6][C:5]([N+:8]([O-:10])=[O:9])=[CH:4][C:3]=1[CH2:11][CH2:12][O:13][CH3:14])[C:22]1[CH:27]=[CH:26][CH:25]=[CH:24][CH:23]=1.